From a dataset of Catalyst prediction with 721,799 reactions and 888 catalyst types from USPTO. Predict which catalyst facilitates the given reaction. (1) Reactant: CS(O[CH2:6][CH2:7][C:8]1[C:17]2[C:12](=[CH:13][CH:14]=[CH:15][CH:16]=2)[C:11]([O:18][CH2:19][C:20]2[CH:25]=[CH:24][CH:23]=[CH:22][CH:21]=2)=[CH:10][C:9]=1[NH:26][C:27]([C:29]1[NH:30][C:31]2[C:36]([CH:37]=1)=[CH:35][C:34]([O:38][CH3:39])=[C:33]([O:40][CH3:41])[C:32]=2[O:42][CH3:43])=[O:28])(=O)=O.[Li+].[Cl-:45].CCOC(C)=O. Product: [CH2:19]([O:18][C:11]1[C:12]2[C:17](=[CH:16][CH:15]=[CH:14][CH:13]=2)[C:8]([CH2:7][CH2:6][Cl:45])=[C:9]([NH:26][C:27]([C:29]2[NH:30][C:31]3[C:36]([CH:37]=2)=[CH:35][C:34]([O:38][CH3:39])=[C:33]([O:40][CH3:41])[C:32]=3[O:42][CH3:43])=[O:28])[CH:10]=1)[C:20]1[CH:21]=[CH:22][CH:23]=[CH:24][CH:25]=1. The catalyst class is: 3. (2) Reactant: [H-].[Al+3].[Li+].[H-].[H-].[H-].[F:7][C:8]1[CH:16]=[CH:15][C:14]([F:17])=[C:13]2[C:9]=1[C:10](=O)[O:11][C:12]2=[O:18].C(OCC)C.CC(=O)OCC. Product: [F:7][C:8]1[C:9]([CH2:10][OH:11])=[C:13]([CH2:12][OH:18])[C:14]([F:17])=[CH:15][CH:16]=1. The catalyst class is: 20. (3) Reactant: Cl[CH2:2][CH2:3][NH:4][C:5]1[CH:10]=[CH:9][CH:8]=[CH:7][C:6]=1[C:11]#[CH:12].[CH3:13][NH:14][CH3:15].C1COCC1.[I-].[Na+].C(=O)([O-])[O-].[Na+].[Na+]. Product: [C:11]([C:6]1[CH:7]=[CH:8][CH:9]=[CH:10][C:5]=1[NH:4][CH2:3][CH2:2][N:14]([CH3:15])[CH3:13])#[CH:12]. The catalyst class is: 290. (4) Reactant: [F:1][C:2]1[CH:3]=[CH:4][C:5]([C:26]2[C:31]([CH3:32])=[CH:30][C:29]([OH:33])=[CH:28][C:27]=2[CH3:34])=[C:6]2[C:10]=1[C@H:9]([O:11][C:12]1[CH:25]=[CH:24][C:15]3[C@H:16]([CH2:19][C:20]([O:22][CH3:23])=[O:21])[CH2:17][O:18][C:14]=3[CH:13]=1)[CH2:8][CH2:7]2.Cl.Cl.Cl[CH2:38][C:39]1[CH:40]=[N:41][N:42]([CH3:44])[CH:43]=1.C(=O)([O-])[O-].[K+].[K+]. Product: [CH3:34][C:27]1[CH:28]=[C:29]([O:33][CH2:38][C:39]2[CH:40]=[N:41][N:42]([CH3:44])[CH:43]=2)[CH:30]=[C:31]([CH3:32])[C:26]=1[C:5]1[CH:4]=[CH:3][C:2]([F:1])=[C:10]2[C:6]=1[CH2:7][CH2:8][C@H:9]2[O:11][C:12]1[CH:25]=[CH:24][C:15]2[C@H:16]([CH2:19][C:20]([O:22][CH3:23])=[O:21])[CH2:17][O:18][C:14]=2[CH:13]=1. The catalyst class is: 9. (5) Reactant: [N+:1]([C:4]1[CH:5]=[C:6]([C:12]2[CH:17]=[CH:16][CH:15]=[CH:14][CH:13]=2)[CH:7]=[CH:8][C:9]=1[CH:10]=[O:11])([O-:3])=[O:2].B1([O-])O[O:19]1.O.O.O.O.[Na+]. Product: [N+:1]([C:4]1[CH:5]=[C:6]([C:12]2[CH:13]=[CH:14][CH:15]=[CH:16][CH:17]=2)[CH:7]=[CH:8][C:9]=1[C:10]([OH:19])=[O:11])([O-:3])=[O:2]. The catalyst class is: 15. (6) Reactant: [Br:1][C:2]1[CH:3]=[C:4]([CH2:8][C:9](=O)[CH2:10]N(C)C)[CH:5]=[CH:6][CH:7]=1.[Cl-].[NH2:16][C:17]([NH2:19])=[NH2+:18].[O-]CC.[Na+].Cl. Product: [Br:1][C:2]1[CH:3]=[C:4]([C:8]2[CH:9]=[CH:10][N:16]=[C:17]([NH2:19])[N:18]=2)[CH:5]=[CH:6][CH:7]=1. The catalyst class is: 14.